Regression. Given two drug SMILES strings and cell line genomic features, predict the synergy score measuring deviation from expected non-interaction effect. From a dataset of NCI-60 drug combinations with 297,098 pairs across 59 cell lines. (1) Synergy scores: CSS=17.7, Synergy_ZIP=-2.43, Synergy_Bliss=4.29, Synergy_Loewe=2.77, Synergy_HSA=3.06. Cell line: SNB-19. Drug 2: CC(CN1CC(=O)NC(=O)C1)N2CC(=O)NC(=O)C2. Drug 1: CC1=C(C=C(C=C1)NC2=NC=CC(=N2)N(C)C3=CC4=NN(C(=C4C=C3)C)C)S(=O)(=O)N.Cl. (2) Drug 1: CN(C)C1=NC(=NC(=N1)N(C)C)N(C)C. Drug 2: COC1=NC(=NC2=C1N=CN2C3C(C(C(O3)CO)O)O)N. Cell line: LOX IMVI. Synergy scores: CSS=-8.42, Synergy_ZIP=1.96, Synergy_Bliss=-2.82, Synergy_Loewe=-7.46, Synergy_HSA=-7.70. (3) Drug 1: CCCS(=O)(=O)NC1=C(C(=C(C=C1)F)C(=O)C2=CNC3=C2C=C(C=N3)C4=CC=C(C=C4)Cl)F. Drug 2: C1CCC(C1)C(CC#N)N2C=C(C=N2)C3=C4C=CNC4=NC=N3. Cell line: RXF 393. Synergy scores: CSS=7.77, Synergy_ZIP=-2.34, Synergy_Bliss=4.70, Synergy_Loewe=2.78, Synergy_HSA=4.85. (4) Drug 1: C1=CC(=CC=C1CCC2=CNC3=C2C(=O)NC(=N3)N)C(=O)NC(CCC(=O)O)C(=O)O. Drug 2: C1C(C(OC1N2C=NC(=NC2=O)N)CO)O. Cell line: NCIH23. Synergy scores: CSS=12.0, Synergy_ZIP=-1.98, Synergy_Bliss=3.09, Synergy_Loewe=-0.0113, Synergy_HSA=1.88. (5) Drug 1: C1CCN(CC1)CCOC2=CC=C(C=C2)C(=O)C3=C(SC4=C3C=CC(=C4)O)C5=CC=C(C=C5)O. Drug 2: CCN(CC)CCCC(C)NC1=C2C=C(C=CC2=NC3=C1C=CC(=C3)Cl)OC. Cell line: EKVX. Synergy scores: CSS=29.9, Synergy_ZIP=-6.95, Synergy_Bliss=-0.785, Synergy_Loewe=-1.96, Synergy_HSA=-1.84. (6) Drug 1: C1CC(=O)NC(=O)C1N2C(=O)C3=CC=CC=C3C2=O. Drug 2: CC1CCCC2(C(O2)CC(NC(=O)CC(C(C(=O)C(C1O)C)(C)C)O)C(=CC3=CSC(=N3)C)C)C. Cell line: CCRF-CEM. Synergy scores: CSS=66.0, Synergy_ZIP=0.698, Synergy_Bliss=0.448, Synergy_Loewe=-0.259, Synergy_HSA=0.591. (7) Drug 1: C1CCN(CC1)CCOC2=CC=C(C=C2)C(=O)C3=C(SC4=C3C=CC(=C4)O)C5=CC=C(C=C5)O. Drug 2: C1CC(=O)NC(=O)C1N2C(=O)C3=CC=CC=C3C2=O. Cell line: T-47D. Synergy scores: CSS=13.3, Synergy_ZIP=-4.22, Synergy_Bliss=-0.420, Synergy_Loewe=-1.23, Synergy_HSA=2.39.